From a dataset of HIV replication inhibition screening data with 41,000+ compounds from the AIDS Antiviral Screen. Binary Classification. Given a drug SMILES string, predict its activity (active/inactive) in a high-throughput screening assay against a specified biological target. (1) The drug is Cc1cccc2c1Oc1cc(Cl)ccc1C2NC(=O)CCN1CCN(CCO)CC1. The result is 0 (inactive). (2) The drug is O=C1C(=O)C(Br)(c2ccccc2)C(=O)C1c1ccccc1. The result is 0 (inactive).